This data is from Full USPTO retrosynthesis dataset with 1.9M reactions from patents (1976-2016). The task is: Predict the reactants needed to synthesize the given product. (1) Given the product [F:21][C:12]1[CH:11]=[CH:10][C:8]2[CH2:9][CH:5]([CH2:4][NH2:1])[O:6][C:7]=2[C:13]=1[C:14]1[CH:19]=[CH:18][CH:17]=[CH:16][C:15]=1[CH3:20], predict the reactants needed to synthesize it. The reactants are: [N:1]([CH2:4][CH:5]1[CH2:9][C:8]2[CH:10]=[CH:11][C:12]([F:21])=[C:13]([C:14]3[CH:19]=[CH:18][CH:17]=[CH:16][C:15]=3[CH3:20])[C:7]=2[O:6]1)=[N+]=[N-].C1(P(C2C=CC=CC=2)C2C=CC=CC=2)C=CC=CC=1. (2) Given the product [Cl:61][C:54]1[C:55]([F:60])=[CH:56][CH:57]=[C:58]([Cl:59])[C:53]=1[CH:51]([O:50][C:31]1[C:30]([NH2:29])=[N:35][CH:34]=[C:33]([C:36]2[CH:37]=[N:38][N:39]([CH:41]3[CH2:42][CH2:44][N:15]([CH2:16][CH3:17])[CH2:14][CH2:13]3)[CH:40]=2)[CH:32]=1)[CH3:52], predict the reactants needed to synthesize it. The reactants are: ClC1C(F)=CC=C(Cl)C=1C(O[C:13]1[C:14](N)=[N:15][CH:16]=[C:17](B2OC(C)(C)C(C)(C)O2)C=1)C.[NH2:29][C:30]1[N:35]=[CH:34][C:33]([C:36]2[CH:37]=[N:38][N:39]([CH2:41][CH:42]3[CH2:44]C3C(N(C)C)=O)[CH:40]=2)=[CH:32][C:31]=1[O:50][CH:51]([C:53]1[C:58]([Cl:59])=[CH:57][CH:56]=[C:55]([F:60])[C:54]=1[Cl:61])[CH3:52]. (3) Given the product [Br:16][C:17]1[C:26]2[C:21](=[CH:22][CH:23]=[CH:24][CH:25]=2)[C:20]([F:27])=[C:19]([CH:31]=[O:30])[CH:18]=1, predict the reactants needed to synthesize it. The reactants are: CC1(C)CCCC(C)(C)N1.C([Li])CCC.[Br:16][C:17]1[C:26]2[C:21](=[CH:22][CH:23]=[CH:24][CH:25]=2)[C:20]([F:27])=[CH:19][CH:18]=1.[Cl-].[NH4+].[O:30]1CCC[CH2:31]1. (4) Given the product [NH2:8][C:7]1[N:20]([CH2:21][C:22]2[CH:27]=[CH:26][CH:25]=[CH:24][N:23]=2)[C:13]2[C:14]([C:15](=[O:16])[C:6]=1[C:5]([NH:4][CH3:3])=[O:9])=[CH:18][CH:19]=[C:11]([Cl:10])[N:12]=2, predict the reactants needed to synthesize it. The reactants are: [H-].[Na+].[CH3:3][NH:4][C:5](=[O:9])[CH2:6][C:7]#[N:8].[Cl:10][C:11]1[CH:19]=[CH:18][C:14]([C:15](F)=[O:16])=[C:13]([NH:20][CH2:21][C:22]2[CH:27]=[CH:26][CH:25]=[CH:24][N:23]=2)[N:12]=1.C(O)(=O)C. (5) Given the product [CH3:16][Si:17]([C:20]#[C:21][C@H:3]1[N:7]([C:8]([O-:10])=[O:9])[C@H:6]([C:12]([O-:14])=[O:13])[CH2:5][CH2:4]1)([CH3:19])[CH3:18].[CH3:16][Si:17]([C:20]#[C:21][C@@H:3]1[N:7]([C:8]([O:10][CH3:11])=[O:9])[C@H:6]([C:12]([O:14][CH3:15])=[O:13])[CH2:5][CH2:4]1)([CH3:19])[CH3:18], predict the reactants needed to synthesize it. The reactants are: CO[CH:3]1[N:7]([C:8]([O:10][CH3:11])=[O:9])[C@H:6]([C:12]([O:14][CH3:15])=[O:13])[CH2:5][CH2:4]1.[CH3:16][Si:17]([C:20]#[C:21][Si](C)(C)C)([CH3:19])[CH3:18].[Sn](Cl)(Cl)(Cl)Cl.[Cl-].[Al+3].[Cl-].[Cl-].C(=O)(O)[O-].[Na+].Cl.